Dataset: Catalyst prediction with 721,799 reactions and 888 catalyst types from USPTO. Task: Predict which catalyst facilitates the given reaction. Reactant: [CH2:1]1[C:3]2([CH2:7][CH2:6][C@H:5]([CH2:8][OH:9])[O:4]2)[CH2:2]1.CC(OI1(OC(C)=O)(OC(C)=O)OC(=O)C2C=CC=CC1=2)=O.CCCCCC. Product: [CH2:2]1[C:3]2([CH2:7][CH2:6][C@H:5]([CH:8]=[O:9])[O:4]2)[CH2:1]1. The catalyst class is: 34.